Dataset: Forward reaction prediction with 1.9M reactions from USPTO patents (1976-2016). Task: Predict the product of the given reaction. Given the reactants C[O:2][C:3]([C:5]1[S:6][C:7]([C:27]2[CH:32]=[CH:31][CH:30]=[CH:29][CH:28]=2)=[CH:8][C:9]=1[N:10]([C@H:20]1[CH2:25][CH2:24][C@H:23]([OH:26])[CH2:22][CH2:21]1)[C:11]([C@H:13]1[CH2:18][CH2:17][C@H:16]([CH3:19])[CH2:15][CH2:14]1)=[O:12])=[O:4].O.[Li+].[OH-], predict the reaction product. The product is: [OH:26][C@H:23]1[CH2:24][CH2:25][C@H:20]([N:10]([C:11]([C@H:13]2[CH2:14][CH2:15][C@H:16]([CH3:19])[CH2:17][CH2:18]2)=[O:12])[C:9]2[CH:8]=[C:7]([C:27]3[CH:28]=[CH:29][CH:30]=[CH:31][CH:32]=3)[S:6][C:5]=2[C:3]([OH:4])=[O:2])[CH2:21][CH2:22]1.